Predict the reactants needed to synthesize the given product. From a dataset of Full USPTO retrosynthesis dataset with 1.9M reactions from patents (1976-2016). (1) Given the product [CH2:23]([N:30]1[C:34](/[CH:35]=[C:8](/[C:7]([O:18][C:19]([CH3:20])([CH3:21])[CH3:22])=[O:17])\[CH2:9][C:10]([OH:12])=[O:11])=[CH:33][N:32]=[C:31]1[CH2:37][CH3:38])[C:24]1[CH:25]=[CH:26][CH:27]=[CH:28][CH:29]=1, predict the reactants needed to synthesize it. The reactants are: CC(C)([O-])C.[K+].[C:7]([O:18][C:19]([CH3:22])([CH3:21])[CH3:20])(=[O:17])[CH2:8][CH2:9][C:10]([O:12]C(C)(C)C)=[O:11].[CH2:23]([N:30]1[C:34]([CH:35]=O)=[CH:33][N:32]=[C:31]1[CH2:37][CH3:38])[C:24]1[CH:29]=[CH:28][CH:27]=[CH:26][CH:25]=1. (2) The reactants are: C(Cl)(=O)C(Cl)=O.Cl.[CH3:8][N:9]1[CH2:14][CH2:13][CH:12]([C:15]([OH:17])=O)[CH2:11][CH2:10]1.[NH:18]1[CH2:22][CH2:21][CH2:20][CH2:19]1.C(N(CC)CC)C.[OH-].[Na+]. Given the product [CH3:8][N:9]1[CH2:10][CH2:11][CH:12]([C:15]([N:18]2[CH2:22][CH2:21][CH2:20][CH2:19]2)=[O:17])[CH2:13][CH2:14]1, predict the reactants needed to synthesize it. (3) Given the product [Br:1][C:2]1[CH:7]=[CH:6][C:5]([CH:8]([NH:10][S:12]([CH3:11])(=[O:14])=[O:13])[CH3:9])=[CH:4][CH:3]=1, predict the reactants needed to synthesize it. The reactants are: [Br:1][C:2]1[CH:7]=[CH:6][C:5]([C@H:8]([NH2:10])[CH3:9])=[CH:4][CH:3]=1.[CH3:11][S:12](Cl)(=[O:14])=[O:13].N1C=CC=CC=1. (4) Given the product [F:34][C:20]1[C:19]([C:9]2[N:10]=[C:11]([N:13]3[CH2:18][CH2:17][O:16][CH2:15][CH2:14]3)[S:12][C:8]=2[C:6]2[CH:5]=[CH:4][N:3]=[C:2]([NH:45][CH:42]3[CH2:43][CH2:44][N:39]([S:36]([CH3:35])(=[O:38])=[O:37])[CH2:40][CH2:41]3)[N:7]=2)=[CH:24][CH:23]=[CH:22][C:21]=1[NH:25][S:26]([C:29]1[O:30][CH:31]=[CH:32][CH:33]=1)(=[O:28])=[O:27], predict the reactants needed to synthesize it. The reactants are: Cl[C:2]1[N:7]=[C:6]([C:8]2[S:12][C:11]([N:13]3[CH2:18][CH2:17][O:16][CH2:15][CH2:14]3)=[N:10][C:9]=2[C:19]2[C:20]([F:34])=[C:21]([NH:25][S:26]([C:29]3[O:30][CH:31]=[CH:32][CH:33]=3)(=[O:28])=[O:27])[CH:22]=[CH:23][CH:24]=2)[CH:5]=[CH:4][N:3]=1.[CH3:35][S:36]([N:39]1[CH2:44][CH2:43][CH:42]([NH2:45])[CH2:41][CH2:40]1)(=[O:38])=[O:37]. (5) Given the product [C:27]([O:18][C:17](=[O:19])[CH2:16][CH2:15][CH2:14][CH2:13][CH2:12][CH2:11][CH2:10][CH2:9][CH2:8][CH2:7][CH2:6][CH2:5][CH2:4][CH2:3][CH2:2][C:1]([OH:21])=[O:20])([CH3:33])([CH3:32])[CH3:28], predict the reactants needed to synthesize it. The reactants are: [C:1]([OH:21])(=[O:20])[CH2:2][CH2:3][CH2:4][CH2:5][CH2:6][CH2:7][CH2:8][CH2:9][CH2:10][CH2:11][CH2:12][CH2:13][CH2:14][CH2:15][CH2:16][C:17]([OH:19])=[O:18].CN(C)C=O.[C:27]1([CH3:33])[CH:32]=CC=C[CH:28]=1. (6) Given the product [CH2:1]([O:8][C:9]1[C:17]2[C:12](=[CH:13][CH:14]=[CH:15][CH:16]=2)[N:11]([CH2:18][C:19]2[O:23][C:22]([C:24]([NH:32][CH2:31][CH2:30][CH2:29][N:28]([CH3:33])[CH3:27])=[O:25])=[CH:21][CH:20]=2)[N:10]=1)[C:2]1[CH:3]=[CH:4][CH:5]=[CH:6][CH:7]=1, predict the reactants needed to synthesize it. The reactants are: [CH2:1]([O:8][C:9]1[C:17]2[C:12](=[CH:13][CH:14]=[CH:15][CH:16]=2)[N:11]([CH2:18][C:19]2[O:23][C:22]([C:24](O)=[O:25])=[CH:21][CH:20]=2)[N:10]=1)[C:2]1[CH:7]=[CH:6][CH:5]=[CH:4][CH:3]=1.[CH3:27][N:28]([CH3:33])[CH2:29][CH2:30][CH2:31][NH2:32]. (7) Given the product [CH2:35]([NH:34][C:32]([C:25]1[C:24]2[C:28](=[CH:29][C:21]([O:20][C:13]3[CH:12]=[CH:11][N:10]=[C:9]4[CH:5]=[C:6]([C:15]5[S:16][CH:17]=[CH:18][N:19]=5)[S:7][C:8]=34)=[CH:22][CH:23]=2)[N:27]([CH3:30])[C:26]=1[CH3:31])=[O:33])[CH:36]([CH3:38])[CH3:37], predict the reactants needed to synthesize it. The reactants are: C([C:5]1[C:9]2=[N:10][CH:11]=[CH:12][C:13](Cl)=[C:8]2[S:7][C:6]=1[C:15]1[S:16][CH:17]=[CH:18][N:19]=1)(C)(C)C.[OH:20][C:21]1[CH:29]=[C:28]2[C:24]([C:25]([C:32]([NH:34][CH2:35][CH:36]([CH3:38])[CH3:37])=[O:33])=[C:26]([CH3:31])[N:27]2[CH3:30])=[CH:23][CH:22]=1.C([O-])([O-])=O.[Cs+].[Cs+]. (8) Given the product [CH3:1][C:2]([CH3:10])([CH3:9])[CH:3]=[CH:4][N+:5]([O-:7])=[O:6], predict the reactants needed to synthesize it. The reactants are: [CH3:1][C:2]([CH3:10])([CH3:9])[CH:3](O)[CH2:4][N+:5]([O-:7])=[O:6].C(N(CC)CC)C.CS(Cl)(=O)=O. (9) Given the product [Br:18][C:19]1[C:20]([Cl:29])=[C:21]([CH:22]=[C:23]([Cl:25])[CH:24]=1)[NH2:26], predict the reactants needed to synthesize it. The reactants are: ClC1C(B2OC(C)(C)C(C)(C)O2)=CC=CC=1N.[Br:18][C:19]1[CH:24]=[C:23]([Cl:25])[CH:22]=[C:21]([N+:26]([O-])=O)[C:20]=1[Cl:29]. (10) Given the product [Cl:1][C:2]1[CH:3]=[CH:4][C:5]([C:8]2[CH:9]=[N:10][CH:11]=[C:12]3[C:17]=2[N:16]=[C:15]([C:18]([NH:42][CH2:43][CH:44]2[CH2:40][CH2:45]2)=[O:20])[CH:14]=[CH:13]3)=[CH:6][CH:7]=1, predict the reactants needed to synthesize it. The reactants are: [Cl:1][C:2]1[CH:7]=[CH:6][C:5]([C:8]2[CH:9]=[N:10][CH:11]=[C:12]3[C:17]=2[N:16]=[C:15]([C:18]([OH:20])=O)[CH:14]=[CH:13]3)=[CH:4][CH:3]=1.C(N(CC)C(C)C)(C)C.F[P-](F)(F)(F)(F)F.N1(OC(N(C)C)=[N+](C)C)C2[N:42]=[CH:43][CH:44]=[CH:45][C:40]=2N=N1.C1(CN)CC1.